From a dataset of Reaction yield outcomes from USPTO patents with 853,638 reactions. Predict the reaction yield, written as a fraction of the theoretical maximum amount of product (1.0 means a 100% yield; for example, 0.34 means a 34% yield). (1) The reactants are [BH4-].[Na+].[Cl:3][C:4]1[C:9]([F:10])=[CH:8][CH:7]=[C:6]([Cl:11])[C:5]=1[C:12](=[O:14])[CH3:13]. The yield is 0.865. The catalyst is CO. The product is [Cl:3][C:4]1[C:9]([F:10])=[CH:8][CH:7]=[C:6]([Cl:11])[C:5]=1[CH:12]([OH:14])[CH3:13]. (2) The yield is 0.170. The product is [Cl:1][C:2]1[CH:3]=[C:4]([CH:35]=[CH:36][CH:37]=1)[CH2:5][NH:6][C:7]1[CH:8]=[C:9]([CH2:13][C:15]2[C:23]3[C:18](=[N:19][CH:20]=[C:21]([Cl:24])[CH:22]=3)[NH:17][CH:16]=2)[N:10]([CH3:12])[N:11]=1. No catalyst specified. The reactants are [Cl:1][C:2]1[CH:3]=[C:4]([CH:35]=[CH:36][CH:37]=1)[CH2:5][NH:6][C:7]1[CH:8]=[C:9]([CH:13]([C:15]2[C:23]3[C:18](=[N:19][CH:20]=[C:21]([Cl:24])[CH:22]=3)[N:17]([Si](C(C)C)(C(C)C)C(C)C)[CH:16]=2)O)[N:10]([CH3:12])[N:11]=1.ClCCl.C([SiH](CC)CC)C.FC(F)(F)C(O)=O.